Dataset: Forward reaction prediction with 1.9M reactions from USPTO patents (1976-2016). Task: Predict the product of the given reaction. (1) The product is: [OH:1][C:2]1([C:17]#[C:18][C:19]2[C:20](=[O:28])[N:21]([CH3:27])[C:22](=[O:26])[N:23]([CH3:25])[CH:24]=2)[C:3]([CH3:16])=[CH:4][C:5](=[O:6])[CH:12]2[C:14]1([CH3:15])[CH2:13]2. Given the reactants [OH:1][C:2]1([C:17]#[C:18][C:19]2[C:20](=[O:28])[N:21]([CH3:27])[C:22](=[O:26])[N:23]([CH3:25])[CH:24]=2)[C:14]2([CH3:15])[CH:12]([CH2:13]2)[C:5]2(OC(C)C(C)[O:6]2)[CH:4]=[C:3]1[CH3:16].O, predict the reaction product. (2) Given the reactants [CH:1]1([NH2:4])[CH2:3][CH2:2]1.Cl[C:6]1[CH:11]=[C:10]([C:12]2[CH:17]=[CH:16][CH:15]=[C:14]([CH3:18])[C:13]=2[Cl:19])[N:9]=[C:8]([NH2:20])[N:7]=1, predict the reaction product. The product is: [Cl:19][C:13]1[C:14]([CH3:18])=[CH:15][CH:16]=[CH:17][C:12]=1[C:10]1[N:9]=[C:8]([NH2:20])[N:7]=[C:6]([NH:4][CH:1]2[CH2:3][CH2:2]2)[CH:11]=1. (3) Given the reactants [OH:1][C:2]1[N:7]([C:8]2[CH:13]=[CH:12][CH:11]=[CH:10][C:9]=2[N+:14]([O-:16])=[O:15])[C:6](=[O:17])[N:5]([CH2:18][C:19]2[CH:24]=[CH:23][CH:22]=[CH:21][CH:20]=2)[C:4](=[O:25])[C:3]=1[C:26](OCC)=[O:27].C1(CNC([CH:41](C(OCC)=O)[C:42]([O:44]CC)=[O:43])=O)C=CC=CC=1.[H-].[Na+].[N+:54](C1C=CC=CC=1N=C=O)([O-])=O, predict the reaction product. The product is: [OH:1][C:2]1[N:7]([C:8]2[CH:13]=[CH:12][CH:11]=[CH:10][C:9]=2[N+:14]([O-:16])=[O:15])[C:6](=[O:17])[N:5]([CH2:18][C:19]2[CH:24]=[CH:23][CH:22]=[CH:21][CH:20]=2)[C:4](=[O:25])[C:3]=1[C:26]([NH:54][CH2:41][C:42]([OH:44])=[O:43])=[O:27]. (4) Given the reactants [NH2:1][C@@H:2]([CH2:5][CH2:6][C:7]([CH3:15])([C:9]1[CH:14]=[CH:13][CH:12]=[CH:11][CH:10]=1)[CH3:8])[CH2:3][OH:4].[N:16]#[C:17]Br, predict the reaction product. The product is: [CH3:8][C:7]([C:9]1[CH:10]=[CH:11][CH:12]=[CH:13][CH:14]=1)([CH3:15])[CH2:6][CH2:5][C@H:2]1[CH2:3][O:4][C:17]([NH2:16])=[N:1]1.